Dataset: Catalyst prediction with 721,799 reactions and 888 catalyst types from USPTO. Task: Predict which catalyst facilitates the given reaction. (1) Reactant: [N:1]1[CH:6]=[CH:5][C:4](/[CH:7]=[CH:8]/[C:9]([O:11][C:12]([CH3:15])([CH3:14])[CH3:13])=[O:10])=[CH:3][CH:2]=1.ClC1C=CC=C(C(OO)=O)C=1.C[Si]([C:31]#[N:32])(C)C.CN(C)C(Cl)=O. Product: [C:31]([C:2]1[CH:3]=[C:4](/[CH:7]=[CH:8]/[C:9]([O:11][C:12]([CH3:15])([CH3:14])[CH3:13])=[O:10])[CH:5]=[CH:6][N:1]=1)#[N:32]. The catalyst class is: 84. (2) Reactant: CC(O)=O.Cl.[CH3:6][NH:7][CH3:8].[CH:9]([C:11]1[CH:50]=[CH:49][C:14]([CH2:15][CH:16]([NH:24][C:25](=[O:48])[CH2:26][CH:27]([NH:34][S:35]([C:38]2[CH:47]=[CH:46][C:45]3[C:40](=[CH:41][CH:42]=[CH:43][CH:44]=3)[CH:39]=2)(=[O:37])=[O:36])[C:28]2[CH:33]=[CH:32][CH:31]=[CH:30][CH:29]=2)[C:17](=[O:23])[N:18]2[CH2:22][CH2:21][CH2:20][CH2:19]2)=[CH:13][CH:12]=1)=O.C(O[BH-](OC(=O)C)OC(=O)C)(=O)C.[Na+]. Product: [CH3:6][N:7]([CH2:9][C:11]1[CH:12]=[CH:13][C:14]([CH2:15][CH:16]([NH:24][C:25](=[O:48])[CH2:26][CH:27]([NH:34][S:35]([C:38]2[CH:47]=[CH:46][C:45]3[C:40](=[CH:41][CH:42]=[CH:43][CH:44]=3)[CH:39]=2)(=[O:36])=[O:37])[C:28]2[CH:29]=[CH:30][CH:31]=[CH:32][CH:33]=2)[C:17](=[O:23])[N:18]2[CH2:22][CH2:21][CH2:20][CH2:19]2)=[CH:49][CH:50]=1)[CH3:8]. The catalyst class is: 2. (3) Reactant: [C:1]1([C:7]([NH2:20])([C:14]2[CH:19]=[CH:18][CH:17]=[CH:16][CH:15]=2)[C:8]2[CH:13]=[CH:12][CH:11]=[CH:10][CH:9]=2)[CH:6]=[CH:5][CH:4]=[CH:3][CH:2]=1.I[CH2:22][CH3:23]. Product: [C:1]1([C:7]([C:8]2[CH:13]=[CH:12][CH:11]=[CH:10][CH:9]=2)([C:14]2[CH:15]=[CH:16][CH:17]=[CH:18][CH:19]=2)[NH:20][CH2:22][CH3:23])[CH:6]=[CH:5][CH:4]=[CH:3][CH:2]=1. The catalyst class is: 10. (4) Reactant: [N:1]1([C:7]([NH:9][CH2:10][CH2:11][NH:12]C(=O)OC(C)(C)C)=[O:8])[CH2:6][CH2:5][O:4][CH2:3][CH2:2]1.C(O)(C(F)(F)F)=O. Product: [NH2:12][CH2:11][CH2:10][NH:9][C:7]([N:1]1[CH2:6][CH2:5][O:4][CH2:3][CH2:2]1)=[O:8]. The catalyst class is: 2.